This data is from Full USPTO retrosynthesis dataset with 1.9M reactions from patents (1976-2016). The task is: Predict the reactants needed to synthesize the given product. (1) Given the product [ClH:1].[CH2:2]([O:4]/[C:5](=[CH:9]\[C:10]1[CH:11]=[N:12][C:13]([C:16]2[CH:21]=[CH:20][CH:19]=[C:18]([N:22]([CH3:33])[C:23]([NH:25][CH2:26][CH2:27][CH2:28][CH2:29][CH2:30][CH2:31][CH3:32])=[O:24])[CH:17]=2)=[CH:14][CH:15]=1)/[C:6]([OH:8])=[O:7])[CH3:3], predict the reactants needed to synthesize it. The reactants are: [ClH:1].[CH2:2]([O:4]/[C:5](=[CH:9]\[C:10]1[CH:11]=[N:12][C:13]([C:16]2[CH:21]=[CH:20][CH:19]=[C:18]([N:22]([CH3:33])[C:23]([NH:25][CH2:26][CH2:27][CH2:28][CH2:29][CH2:30][CH2:31][CH3:32])=[O:24])[CH:17]=2)=[CH:14][CH:15]=1)/[C:6]([OH:8])=[O:7])[CH3:3]. (2) The reactants are: [C:1]([O:5][C@@H:6]([C:10]1[C:19]([CH3:20])=[CH:18][C:17]2[C:12](=[CH:13][CH:14]=[CH:15][CH:16]=2)[C:11]=1C1CCCCC=1)[C:7]([OH:9])=[O:8])([CH3:4])([CH3:3])[CH3:2].[F:27][C:28]1[CH:37]=[CH:36][C:35](B(O)O)=[C:34]2[C:29]=1[CH:30]=[CH:31][CH:32]=[N:33]2. Given the product [C:1]([O:5][C@@H:6]([C:10]1[C:19]([CH3:20])=[CH:18][C:17]2[C:12](=[CH:13][CH:14]=[CH:15][CH:16]=2)[C:11]=1[C:35]1[CH:36]=[CH:37][C:28]([F:27])=[C:29]2[C:34]=1[N:33]=[CH:32][CH:31]=[CH:30]2)[C:7]([OH:9])=[O:8])([CH3:4])([CH3:3])[CH3:2], predict the reactants needed to synthesize it. (3) Given the product [CH3:5][O:4][CH2:3][CH2:2][O:17][C:11]1[C:10]([CH3:18])=[C:9]2[C:14]([CH:15]=[CH:16][C:7]([CH3:6])=[N:8]2)=[CH:13][CH:12]=1, predict the reactants needed to synthesize it. The reactants are: Br[CH2:2][CH2:3][O:4][CH3:5].[CH3:6][C:7]1[CH:16]=[CH:15][C:14]2[C:9](=[C:10]([CH3:18])[C:11]([OH:17])=[CH:12][CH:13]=2)[N:8]=1.C(=O)([O-])[O-].[K+].[K+].O. (4) Given the product [C:21]([O:24][C@H:25]([CH3:31])[CH2:26][CH2:27][CH2:28][CH2:29][N:9]1[C:10](=[O:17])[C:11]2[N:12]([CH3:16])[CH:13]=[N:14][C:15]=2[N:7]([CH2:6][C:2]2[O:1][CH:5]=[CH:4][CH:3]=2)[C:8]1=[O:18])(=[O:23])[CH3:22], predict the reactants needed to synthesize it. The reactants are: [O:1]1[CH:5]=[CH:4][CH:3]=[C:2]1[CH2:6][N:7]1[C:15]2[N:14]=[CH:13][N:12]([CH3:16])[C:11]=2[C:10](=[O:17])[NH:9][C:8]1=[O:18].[H-].[Na+].[C:21]([O:24][C@H:25]([CH3:31])[CH2:26][CH2:27][CH2:28][CH2:29]I)(=[O:23])[CH3:22].